The task is: Predict the reactants needed to synthesize the given product.. This data is from Full USPTO retrosynthesis dataset with 1.9M reactions from patents (1976-2016). (1) Given the product [CH2:16]([N:26]([CH2:24][C:25]1[CH:21]=[CH:22][CH:17]=[CH:18][CH:19]=1)[CH2:14][CH2:12][C:11]([O:10][CH2:8][CH3:9])=[O:15])[C:17]1[CH:22]=[CH:21][CH:20]=[CH:19][CH:18]=1, predict the reactants needed to synthesize it. The reactants are: C(=O)([O-])[O-].[Na+].[Na+].Cl.[CH2:8]([O:10][C:11](=[O:15])[C@H:12]([CH3:14])N)[CH3:9].[CH2:16](Br)[C:17]1[CH:22]=[CH:21][CH:20]=[CH:19][CH:18]=1.[C:24](#[N:26])[CH3:25]. (2) Given the product [N:1]1[C:9]2[C:4](=[N:5][CH:6]=[CH:7][CH:8]=2)[N:3]([CH2:10][C:11]2[CH:22]=[CH:21][C:14]3[N:15]=[C:16]([NH:46][CH2:47][C:48]4([OH:54])[CH2:53][CH2:52][CH2:51][CH2:50][CH2:49]4)[S:17][C:13]=3[CH:12]=2)[CH:2]=1, predict the reactants needed to synthesize it. The reactants are: [N:1]1[C:9]2[C:4](=[N:5][CH:6]=[CH:7][CH:8]=2)[N:3]([CH2:10][C:11]2[CH:22]=[CH:21][C:14]3[N:15]=[C:16](S(C)=O)[S:17][C:13]=3[CH:12]=2)[CH:2]=1.N1C2C(=NC=CC=2)N(CC2C=CC3N=C(S(C)(=O)=O)SC=3C=2)C=1.[NH2:46][CH2:47][C:48]1([OH:54])[CH2:53][CH2:52][CH2:51][CH2:50][CH2:49]1.CCN(C(C)C)C(C)C. (3) The reactants are: [Cl:1][C:2]1[CH:7]=[CH:6][N:5]([C:8]2[CH:13]=[CH:12][CH:11]=[CH:10][C:9]=2[CH3:14])[C:4](=[O:15])[C:3]=1[C:16]#[N:17].[Br:18]N1C(=O)CCC1=O. Given the product [Br:18][C:7]1[C:2]([Cl:1])=[C:3]([C:16]#[N:17])[C:4](=[O:15])[N:5]([C:8]2[CH:13]=[CH:12][CH:11]=[CH:10][C:9]=2[CH3:14])[CH:6]=1, predict the reactants needed to synthesize it. (4) Given the product [CH3:25][N:2]([CH3:1])[CH2:3][CH2:4][NH:5][C:6]1[N:11]=[C:10]2[NH:12][CH:13]=[C:14]([C:26]#[N:27])[C:9]2=[CH:8][CH:7]=1, predict the reactants needed to synthesize it. The reactants are: [CH3:1][N:2]([CH3:25])[CH2:3][CH2:4][NH:5][C:6]1[N:11]=[C:10]2[N:12]([Si](C(C)C)(C(C)C)C(C)C)[CH:13]=[CH:14][C:9]2=[CH:8][CH:7]=1.[CH3:26][N:27](C=O)C.ClS(N=C=O)(=O)=O.[Na+].[Cl-]. (5) The reactants are: C([O:3][C:4](=[O:48])[CH2:5][CH2:6][CH2:7][O:8][C:9]1[CH:14]=[CH:13][CH:12]=[C:11]([CH2:15][CH2:16][CH2:17][CH2:18][CH2:19][CH2:20][O:21][C:22]2[CH:23]=[C:24]([C:34]3[CH:39]=[CH:38][C:37]([Cl:40])=[CH:36][CH:35]=3)[CH:25]=[C:26]([S:28]([CH:31]([CH3:33])[CH3:32])(=[O:30])=[O:29])[CH:27]=2)[C:10]=1[CH2:41][CH2:42][C:43]([O:45]CC)=[O:44])C.[OH-].[Na+]. Given the product [C:43]([CH2:42][CH2:41][C:10]1[C:11]([CH2:15][CH2:16][CH2:17][CH2:18][CH2:19][CH2:20][O:21][C:22]2[CH:23]=[C:24]([C:34]3[CH:35]=[CH:36][C:37]([Cl:40])=[CH:38][CH:39]=3)[CH:25]=[C:26]([S:28]([CH:31]([CH3:33])[CH3:32])(=[O:29])=[O:30])[CH:27]=2)=[CH:12][CH:13]=[CH:14][C:9]=1[O:8][CH2:7][CH2:6][CH2:5][C:4]([OH:48])=[O:3])([OH:45])=[O:44], predict the reactants needed to synthesize it. (6) Given the product [F:16][C:2]([F:1])([F:15])[C:3]([NH:5][C:6]1[CH:11]=[CH:10][C:9]([CH:12]=[O:13])=[CH:8][C:7]=1[I:14])=[O:4], predict the reactants needed to synthesize it. The reactants are: [F:1][C:2]([F:16])([F:15])[C:3]([NH:5][C:6]1[CH:11]=[CH:10][C:9]([CH2:12][OH:13])=[CH:8][C:7]=1[I:14])=[O:4].